From a dataset of Reaction yield outcomes from USPTO patents with 853,638 reactions. Predict the reaction yield, written as a fraction of the theoretical maximum amount of product (1.0 means a 100% yield; for example, 0.34 means a 34% yield). (1) The reactants are O.[C:2]([OH:6])(=[O:5])[CH:3]=O.[NH:7]1[CH2:12][CH2:11][CH2:10][CH2:9][CH2:8]1.[S:13]1[CH:17]=[CH:16][C:15](B(O)O)=[CH:14]1. The catalyst is C(Cl)Cl. The product is [N:7]1([CH:3]([C:15]2[CH:16]=[CH:17][S:13][CH:14]=2)[C:2]([OH:6])=[O:5])[CH2:12][CH2:11][CH2:10][CH2:9][CH2:8]1. The yield is 0.770. (2) The reactants are [CH2:1]([S:4](Cl)(=[O:6])=[O:5])[CH2:2][CH3:3].Cl.[NH2:9][CH2:10][C:11]1[CH:16]=[CH:15][C:14]([C:17]([N:19]2[CH2:28][C:27]3[CH:26]=[N:25][N:24]([CH3:29])[C:23]=3[NH:22][C:21]3[CH:30]=[C:31]([CH3:34])[CH:32]=[CH:33][C:20]2=3)=[O:18])=[CH:13][C:12]=1[F:35].C(N(CC)CC)C. The catalyst is ClCCl. The product is [CH3:29][N:24]1[C:23]2[NH:22][C:21]3[CH:30]=[C:31]([CH3:34])[CH:32]=[CH:33][C:20]=3[N:19]([C:17]([C:14]3[CH:15]=[CH:16][C:11]([CH2:10][NH:9][S:4]([CH2:1][CH2:2][CH3:3])(=[O:6])=[O:5])=[C:12]([F:35])[CH:13]=3)=[O:18])[CH2:28][C:27]=2[CH:26]=[N:25]1. The yield is 0.510.